This data is from Peptide-MHC class II binding affinity with 134,281 pairs from IEDB. The task is: Regression. Given a peptide amino acid sequence and an MHC pseudo amino acid sequence, predict their binding affinity value. This is MHC class II binding data. (1) The MHC is HLA-DQA10501-DQB10201 with pseudo-sequence HLA-DQA10501-DQB10201. The binding affinity (normalized) is 0.535. The peptide sequence is KFILDGDNLFPKV. (2) The peptide sequence is PSMGRDIKVQFQSGG. The MHC is DRB1_1201 with pseudo-sequence DRB1_1201. The binding affinity (normalized) is 0.0479.